From a dataset of Catalyst prediction with 721,799 reactions and 888 catalyst types from USPTO. Predict which catalyst facilitates the given reaction. (1) Reactant: [F:1][C:2]([F:15])([F:14])[C:3]([NH:5][C:6]1[CH:11]=[CH:10][C:9]([O:12][CH3:13])=[CH:8][CH:7]=1)=O.P([Cl:32])(OC1C=CC=CC=1)(OC1C=CC=CC=1)=O.C(N(CC)CC)C.C(#N)C. Product: [CH3:13][O:12][C:9]1[CH:10]=[CH:11][C:6]([N:5]=[C:3]([Cl:32])[C:2]([F:15])([F:14])[F:1])=[CH:7][CH:8]=1. The catalyst class is: 13. (2) Reactant: [Cl:1][C:2]1[CH:7]=[CH:6][C:5]([CH2:8][CH:9]2[CH:13]([C:14]3[CH:19]=[CH:18][C:17]([F:20])=[CH:16][CH:15]=3)[O:12]C(=O)[NH:10]2)=[CH:4][C:3]=1[O:22][C:23]([F:28])([F:27])[CH:24]([F:26])[F:25].[OH-].[Na+]. Product: [NH2:10][CH:9]([CH2:8][C:5]1[CH:6]=[CH:7][C:2]([Cl:1])=[C:3]([O:22][C:23]([F:27])([F:28])[CH:24]([F:25])[F:26])[CH:4]=1)[CH:13]([C:14]1[CH:19]=[CH:18][C:17]([F:20])=[CH:16][CH:15]=1)[OH:12]. The catalyst class is: 8. (3) Reactant: [F:1][C:2]([F:32])([F:31])[C:3]1[CH:8]=[CH:7][C:6]([CH:9]([C:21]2[CH:26]=[CH:25][C:24]([C:27]([F:30])([F:29])[F:28])=[CH:23][CH:22]=2)[N:10]2[CH:15]=[CH:14][CH:13]=[C:12]([C:16]([O:18]C)=[O:17])[C:11]2=[O:20])=[CH:5][CH:4]=1. Product: [F:29][C:27]([F:28])([F:30])[C:24]1[CH:23]=[CH:22][C:21]([CH:9]([C:6]2[CH:5]=[CH:4][C:3]([C:2]([F:32])([F:31])[F:1])=[CH:8][CH:7]=2)[N:10]2[CH:15]=[CH:14][CH:13]=[C:12]([C:16]([OH:18])=[O:17])[C:11]2=[O:20])=[CH:26][CH:25]=1. The catalyst class is: 562. (4) Reactant: COC1C=C(OC)C=CC=1C[N:6]1[C:10]([C:11]2[CH:16]=[CH:15][N:14]=[C:13]([NH:17][C:18]([NH2:20])=[O:19])[CH:12]=2)=[C:9]([C:21]2[CH:26]=[CH:25][C:24]([F:27])=[CH:23][CH:22]=2)[N:8]=[CH:7]1.FC(F)(F)C(O)=O.C([O-])(O)=O.[Na+].O. Product: [F:27][C:24]1[CH:25]=[CH:26][C:21]([C:9]2[N:8]=[CH:7][NH:6][C:10]=2[C:11]2[CH:16]=[CH:15][N:14]=[C:13]([NH:17][C:18]([NH2:20])=[O:19])[CH:12]=2)=[CH:22][CH:23]=1. The catalyst class is: 2. (5) Reactant: [OH:1][C:2]1[C:15]2[C:14](=[O:16])[C:13]3[C:8](=[CH:9][CH:10]=[CH:11][CH:12]=3)[O:7][C:6]=2[CH:5]=[C:4]([OH:17])[CH:3]=1.C([O-])([O-])=O.[K+].[K+].[CH2:24](Br)[C:25]1[CH:30]=[CH:29][CH:28]=[CH:27][CH:26]=1.Cl. Product: [CH2:24]([O:17][C:4]1[CH:3]=[C:2]([OH:1])[C:15]2[C:14](=[O:16])[C:13]3[C:8]([O:7][C:6]=2[CH:5]=1)=[CH:9][CH:10]=[CH:11][CH:12]=3)[C:25]1[CH:30]=[CH:29][CH:28]=[CH:27][CH:26]=1. The catalyst class is: 283.